From a dataset of Reaction yield outcomes from USPTO patents with 853,638 reactions. Predict the reaction yield, written as a fraction of the theoretical maximum amount of product (1.0 means a 100% yield; for example, 0.34 means a 34% yield). (1) The reactants are [Cl:1][C:2]1[C:10]2[N:9]=[C:8]3[N:11]([C:15]4[CH:20]=[CH:19][C:18]([Cl:21])=[CH:17][C:16]=4[Cl:22])[CH2:12][CH2:13][CH2:14][N:7]3[C:6]=2[C:5]([CH:23]([CH2:26][CH3:27])[CH:24]=[O:25])=[CH:4][CH:3]=1.C[Si](C)(C)[C:30]([F:33])([F:32])[F:31].[F-].C([N+](CCCC)(CCCC)CCCC)CCC.Cl. The catalyst is O1CCCC1.C(OCC)(=O)C. The product is [Cl:1][C:2]1[C:10]2[N:9]=[C:8]3[N:11]([C:15]4[CH:20]=[CH:19][C:18]([Cl:21])=[CH:17][C:16]=4[Cl:22])[CH2:12][CH2:13][CH2:14][N:7]3[C:6]=2[C:5]([CH:23]([CH2:26][CH3:27])[CH:24]([OH:25])[C:30]([F:33])([F:32])[F:31])=[CH:4][CH:3]=1. The yield is 0.810. (2) The reactants are [CH2:1]([O:3][C:4]([C:6]1[O:7][C:8]2[CH:14]=[CH:13][C:12]([N+:15]([O-])=O)=[CH:11][C:9]=2[CH:10]=1)=[O:5])[CH3:2].[H][H]. The catalyst is C(OCC)(=O)C.[Pd]. The product is [CH2:1]([O:3][C:4]([C:6]1[O:7][C:8]2[CH:14]=[CH:13][C:12]([NH2:15])=[CH:11][C:9]=2[CH:10]=1)=[O:5])[CH3:2]. The yield is 1.00. (3) The reactants are [NH2:1][C:2]1[CH:10]=[CH:9][C:5]([C:6]([OH:8])=[O:7])=[CH:4][N:3]=1.Cl.[CH3:12]O. No catalyst specified. The product is [CH3:12][O:7][C:6](=[O:8])[C:5]1[CH:9]=[CH:10][C:2]([NH2:1])=[N:3][CH:4]=1. The yield is 0.710. (4) The reactants are [Cl:1][C:2]1[CH:3]=[C:4]([C:10](=[O:17])[C:11]#[C:12][C:13](O)([CH3:15])[CH3:14])[CH:5]=[CH:6][C:7]=1[O:8][CH3:9].C(NCC)C.C([OH:25])C. No catalyst specified. The product is [Cl:1][C:2]1[CH:3]=[C:4]([C:10]2[O:17][C:13]([CH3:14])([CH3:15])[C:12](=[O:25])[CH:11]=2)[CH:5]=[CH:6][C:7]=1[O:8][CH3:9]. The yield is 1.00. (5) The reactants are [NH:1]1[CH2:6][CH2:5][O:4][C:3]2[CH:7]=[N:8][C:9]([OH:11])=[CH:10][C:2]1=2.[C:12]([O:16][C:17]([N:19]1[CH2:23][CH2:22][C@@H:21](OS(C)(=O)=O)[CH2:20]1)=[O:18])([CH3:15])([CH3:14])[CH3:13].[H-].[Na+]. The catalyst is CN(C=O)C.CC(OC)(C)C. The product is [C:12]([O:16][C:17]([N:19]1[CH2:23][CH2:22][C@H:21]([O:11][C:9]2[N:8]=[CH:7][C:3]3[O:4][CH2:5][CH2:6][NH:1][C:2]=3[CH:10]=2)[CH2:20]1)=[O:18])([CH3:15])([CH3:13])[CH3:14]. The yield is 0.560. (6) The reactants are [Cl:1][C:2]1[C:3]([F:11])=[C:4]([CH:8]=[CH:9][CH:10]=1)[C:5]([OH:7])=O.[Cl-].ClC1N(C)C=C[N+]=1C.C(N(C(C)C)CC)(C)C.[Cl:30][C:31]1[CH:40]=[C:39]2[C:34]([C:35](=[O:67])[N:36]([NH:60][C:61]3[CH:66]=[CH:65][CH:64]=[CH:63][CH:62]=3)[C:37]([C@H:41]([NH:45][CH2:46][CH2:47][CH2:48][N:49]3[C:57](=[O:58])[C:56]4[C:51](=[CH:52][CH:53]=[CH:54][CH:55]=4)[C:50]3=[O:59])[CH2:42][C:43]#[CH:44])=[N:38]2)=[CH:33][CH:32]=1.C(=O)([O-])[O-].[Na+].[Na+]. The catalyst is C(#N)C. The product is [Cl:1][C:2]1[C:3]([F:11])=[C:4]([CH:8]=[CH:9][CH:10]=1)[C:5]([N:45]([C@@H:41]([C:37]1[N:36]([NH:60][C:61]2[CH:66]=[CH:65][CH:64]=[CH:63][CH:62]=2)[C:35](=[O:67])[C:34]2[C:39](=[CH:40][C:31]([Cl:30])=[CH:32][CH:33]=2)[N:38]=1)[CH2:42][C:43]#[CH:44])[CH2:46][CH2:47][CH2:48][N:49]1[C:50](=[O:59])[C:51]2[C:56](=[CH:55][CH:54]=[CH:53][CH:52]=2)[C:57]1=[O:58])=[O:7]. The yield is 0.960.